Dataset: NCI-60 drug combinations with 297,098 pairs across 59 cell lines. Task: Regression. Given two drug SMILES strings and cell line genomic features, predict the synergy score measuring deviation from expected non-interaction effect. (1) Drug 1: C(=O)(N)NO. Drug 2: CC1CCC2CC(C(=CC=CC=CC(CC(C(=O)C(C(C(=CC(C(=O)CC(OC(=O)C3CCCCN3C(=O)C(=O)C1(O2)O)C(C)CC4CCC(C(C4)OC)O)C)C)O)OC)C)C)C)OC. Cell line: HCC-2998. Synergy scores: CSS=-0.777, Synergy_ZIP=1.26, Synergy_Bliss=0.389, Synergy_Loewe=-0.0424, Synergy_HSA=-1.64. (2) Drug 1: CC1=C(C=C(C=C1)C(=O)NC2=CC(=CC(=C2)C(F)(F)F)N3C=C(N=C3)C)NC4=NC=CC(=N4)C5=CN=CC=C5. Drug 2: CN(C(=O)NC(C=O)C(C(C(CO)O)O)O)N=O. Cell line: MCF7. Synergy scores: CSS=-4.91, Synergy_ZIP=2.53, Synergy_Bliss=0.291, Synergy_Loewe=-2.05, Synergy_HSA=-4.11. (3) Drug 1: C1=C(C(=O)NC(=O)N1)F. Drug 2: CC=C1C(=O)NC(C(=O)OC2CC(=O)NC(C(=O)NC(CSSCCC=C2)C(=O)N1)C(C)C)C(C)C. Cell line: SK-MEL-5. Synergy scores: CSS=80.8, Synergy_ZIP=-3.76, Synergy_Bliss=-7.08, Synergy_Loewe=-1.63, Synergy_HSA=0.809. (4) Drug 1: CN(C)N=NC1=C(NC=N1)C(=O)N. Drug 2: C(CN)CNCCSP(=O)(O)O. Cell line: SNB-19. Synergy scores: CSS=9.60, Synergy_ZIP=6.34, Synergy_Bliss=11.1, Synergy_Loewe=4.07, Synergy_HSA=3.61. (5) Drug 1: C1C(C(OC1N2C=C(C(=O)NC2=O)F)CO)O. Drug 2: C1CCC(C(C1)N)N.C(=O)(C(=O)[O-])[O-].[Pt+4]. Cell line: HS 578T. Synergy scores: CSS=14.3, Synergy_ZIP=-5.44, Synergy_Bliss=-4.45, Synergy_Loewe=-0.284, Synergy_HSA=0.156.